This data is from Drug-target binding data from BindingDB using Ki measurements. The task is: Regression. Given a target protein amino acid sequence and a drug SMILES string, predict the binding affinity score between them. We predict pKi (pKi = -log10(Ki in M); higher means stronger inhibition). Dataset: bindingdb_ki. (1) The drug is NS(=O)(=O)c1cc2c(cc1Cl)NCNS2(=O)=O. The target protein sequence is MERILRGVMRYRHTTREQMVQEFRKVRDNPQPKAVFFTCMDSRMIPTRFTETHVGDMFVVRNAGNLVPHAEHFQDEYFSCEPAALELGCVVNNIKHIIVCGHSDCKAMNLLYKLKDPEFASLDNRRISPLRAWLCEHANTSLAKFQNLKEIGLDKPLIFSSETPLRKFVAYIDPENNFAIEDKLSQVNTLQQIENVASYGFLKRRLESHDLHIHALWFDIYTGDIYFFSRNSKRFIAIDESSIDRLLDEVRRYYS. The pKi is 7.5. (2) The pKi is 7.8. The target protein (P22102) has sequence MAARVLIIGSGGREHTLAWKLAQSHHVKQVLVAPGNAGTACSEKISNTAISISDHTALAQFCKEKKIEFVVVGPEAPLAAGIVGNLRSAGVQCFGPTAEAAQLESSKRFAKEFMDRHGIPTAQWKAFTKPEEACSFILSADFPALVVKASGLAAGKGVIVAKSKEEACKAVQEIMQEKAFGAAGETIVIEELLDGEEVSCLCFTDGKTVAPMPPAQDHKRLLEGDGGPNTGGMGAYCPAPQVSNDLLLKIKDTVLQRTVDGMQQEGTPYTGILYAGIMLTKNGPKVLEFNCRFGDPECQVILPLLKSDLYEVIQSTLDGLLCTSLPVWLENHTALTVVMASKGYPGDYTKGVEITGFPEAQALGLEVFHAGTALKNGKVVTHGGRVLAVTAIRENLISALEEAKKGLAAIKFEGAIYRKDVGFRAIAFLQQPRSLTYKESGVDIAAGNMLVKKIQPLAKATSRSGCKVDLGGFAGLFDLKAAGFKDPLLASGTDGVGTKL.... The drug is CCc1cc(CCCSc2c(N)nc(N)[nH]c2=O)sc1C(=O)N[C@@H](CCC(=O)O)C(=O)O. (3) The compound is O=C(O)[C@H]1O[C@@H](OCc2cc(=O)oc3cc(O)ccc23)[C@H](O)[C@@H](O)[C@@H]1O. The target protein (O88563) has sequence MDRLCGSGELGSKFWDSNLTVYTNTPDLTPCFQNSLLAWVPCIYLWAALPCYLFYLRHHRLGYIVLSCLSRLKTALGVLLWCISWVDLFYSFHGLVHGSSPAPVFFITPLLVGITMLLATLLIQYERLRGVRSSGVLIIFWLLCVICAIIPFRSKILLALAEGKILDPFRFTTFYIYFALVLCAFILSCFQEKPPLFSPENLDTNPCPEASAGFFSRLSFWWFTKLAILGYRRPLEDSDLWSLSEEDCSHKVVQRLLEAWQKQQTQASGPQTAALEPKIAGEDEVLLKARPKTKKPSFLRALVRTFTSSLLMGACFKLIQDLSPSSTHSCSASSSGLFRPHGPYWWGFLLAGLMFVSSTMQTLILHQHYHCIFVMALRIRTAIIGVIYRKALTITNSVKREYTVGEMVNLMSVDAQRFMDVSPFINLLWSAPLQVILAIYFLWQILGPSALAGVAVIVLLIPLNGAVSMKMKTYQVQQMKFKDSRIKLMSEILNGIKVLK.... The pKi is 4.1. (4) The compound is CCN1C[C@]2(COC(=O)c3ccccc3-n3c(O)cc(C)c3O)CC[C@H](OC)[C@]34C5C[C@@H]6[C@@H](OC)C[C@@](O)(C5[C@H]6OC)[C@@](O)(C13)[C@@H](OC)C24. The target protein (P60615) has sequence MKTLLLTLVVVTIVCLDLGYTIVCHTTATSPISAVTCPPGENLCYRKMWCDAFCSSRGKVVELGCAATCPSKKPYEEVTCCSTDKCNPHPKQRPG. The pKi is 8.1. (5) The small molecule is CC(C)(C)NC(=O)[C@@H]1CN(Cc2cccnc2)CCN1C[C@@H](O)C[C@@H](Cc1ccccc1)C(=O)N[C@H]1c2ccccc2C[C@H]1O. The target protein sequence is PQVTLWQRPLVTIKIGGQLKEAILDTGADDTVLEEMSLPGRWKPKMIGGIGGFIKVRQYDQILIEICGHKAIGTVLVGPTPVNIIGRNLLTQIGCTLNF. The pKi is 9.2.